This data is from Catalyst prediction with 721,799 reactions and 888 catalyst types from USPTO. The task is: Predict which catalyst facilitates the given reaction. Reactant: C[O:2][C:3]([C:5]1[CH:38]=[CH:37][C:8]2[N:9]([CH2:27][CH2:28][NH:29][C:30]([O:32][C:33]([CH3:36])([CH3:35])[CH3:34])=[O:31])[C:10]([NH:12][C:13]3[S:14][C:15]4[CH:21]=[C:20]([O:22][C:23]([F:26])([F:25])[F:24])[CH:19]=[CH:18][C:16]=4[N:17]=3)=[N:11][C:7]=2[CH:6]=1)=[O:4].[OH-].[Na+].CO. Product: [C:33]([O:32][C:30]([NH:29][CH2:28][CH2:27][N:9]1[C:8]2[CH:37]=[CH:38][C:5]([C:3]([OH:4])=[O:2])=[CH:6][C:7]=2[N:11]=[C:10]1[NH:12][C:13]1[S:14][C:15]2[CH:21]=[C:20]([O:22][C:23]([F:24])([F:25])[F:26])[CH:19]=[CH:18][C:16]=2[N:17]=1)=[O:31])([CH3:36])([CH3:34])[CH3:35]. The catalyst class is: 1.